From a dataset of Full USPTO retrosynthesis dataset with 1.9M reactions from patents (1976-2016). Predict the reactants needed to synthesize the given product. (1) Given the product [CH2:18]([N:8]1[C:6]2[CH:7]=[C:2]([Cl:1])[C:3]3[N:4]([C:12]([CH3:15])=[N:13][N:14]=3)[C:5]=2[CH:10]=[C:9]1[CH3:11])[C:19]1[CH:24]=[CH:23][CH:22]=[CH:21][CH:20]=1, predict the reactants needed to synthesize it. The reactants are: [Cl:1][C:2]1[C:3]2[N:4]([C:12]([CH3:15])=[N:13][N:14]=2)[C:5]2[CH:10]=[C:9]([CH3:11])[NH:8][C:6]=2[CH:7]=1.[H-].[Na+].[CH2:18](Br)[C:19]1[CH:24]=[CH:23][CH:22]=[CH:21][CH:20]=1.O. (2) Given the product [Br:11][C:8]1[CH:7]=[CH:6][C:5]([C:4]([OH:3])=[O:12])=[C:10]([CH:2]=[O:13])[CH:9]=1, predict the reactants needed to synthesize it. The reactants are: Br[CH:2]1[C:10]2[C:5](=[CH:6][CH:7]=[C:8]([Br:11])[CH:9]=2)[C:4](=[O:12])[O:3]1.[OH-:13].[Na+].C. (3) Given the product [Br:60][CH2:54][CH2:53][CH2:52][CH2:51][CH2:50][CH2:49][CH2:48][CH2:47][C:44]1[CH:45]=[CH:46][C:41]([C:40]([NH:39][CH2:38][C:29]2[C:30]([NH:31][CH:32]3[CH2:37][CH2:36][O:35][CH2:34][CH2:33]3)=[C:25]3[CH:24]=[N:23][N:22]([CH2:20][CH3:21])[C:26]3=[N:27][C:28]=2[CH2:57][CH3:58])=[O:56])=[CH:42][CH:43]=1, predict the reactants needed to synthesize it. The reactants are: C1(P(C2C=CC=CC=2)C2C=CC=CC=2)C=CC=CC=1.[CH2:20]([N:22]1[C:26]2=[N:27][C:28]([CH2:57][CH3:58])=[C:29]([CH2:38][NH:39][C:40](=[O:56])[C:41]3[CH:46]=[CH:45][C:44]([CH2:47][CH2:48][CH2:49][CH2:50][CH2:51][CH2:52][CH2:53][CH2:54]O)=[CH:43][CH:42]=3)[C:30]([NH:31][CH:32]3[CH2:37][CH2:36][O:35][CH2:34][CH2:33]3)=[C:25]2[CH:24]=[N:23]1)[CH3:21].C(Br)(Br)(Br)[Br:60]. (4) Given the product [CH3:44][C:45]1[S:49][C:48]([NH:50][C:41]([C:33]2[C:32]3[C:36](=[CH:37][C:29]([Cl:28])=[CH:30][CH:31]=3)[N:35]([CH:38]([CH3:39])[CH3:40])[CH:34]=2)=[O:43])=[N:47][CH:46]=1, predict the reactants needed to synthesize it. The reactants are: C1(P(C2C=CC=CC=2)C2C=CC=CC=2)C=CC=CC=1.BrN1C(=O)CCC1=O.[Cl:28][C:29]1[CH:37]=[C:36]2[C:32]([C:33]([C:41]([OH:43])=O)=[CH:34][N:35]2[CH:38]([CH3:40])[CH3:39])=[CH:31][CH:30]=1.[CH3:44][C:45]1[S:49][C:48]([NH2:50])=[N:47][CH:46]=1.Cl. (5) Given the product [CH3:39][S:40]([OH:43])(=[O:42])=[O:41].[Cl:1][C:2]1[CH:3]=[C:4]([NH:19][C:20]2[C:21]3[N:28]([CH2:29][CH2:30][NH:31][C:32](=[O:38])[CH2:33][C:34]([OH:37])([CH3:35])[CH3:36])[CH:27]=[CH:26][C:22]=3[N:23]=[CH:24][N:25]=2)[CH:5]=[CH:6][C:7]=1[O:8][C:9]1[CH:14]=[CH:13][CH:12]=[C:11]([C:15]([F:18])([F:17])[F:16])[CH:10]=1, predict the reactants needed to synthesize it. The reactants are: [Cl:1][C:2]1[CH:3]=[C:4]([NH:19][C:20]2[C:21]3[N:28]([CH2:29][CH2:30][NH:31][C:32](=[O:38])[CH2:33][C:34]([OH:37])([CH3:36])[CH3:35])[CH:27]=[CH:26][C:22]=3[N:23]=[CH:24][N:25]=2)[CH:5]=[CH:6][C:7]=1[O:8][C:9]1[CH:14]=[CH:13][CH:12]=[C:11]([C:15]([F:18])([F:17])[F:16])[CH:10]=1.[CH3:39][S:40]([OH:43])(=[O:42])=[O:41]. (6) The reactants are: [F:1][C:2]([F:32])([F:31])[C:3]1[CH:26]=[C:25]([C:27]([F:30])([F:29])[F:28])[CH:24]=[CH:23][C:4]=1[CH2:5][N:6]1[C:14]2[C:9](=[CH:10][C:11](/[CH:15]=[C:16]3/[C:17](=[O:22])[NH:18][C:19](=[O:21])[S:20]/3)=[CH:12][CH:13]=2)[CH:8]=[N:7]1.[CH2:33]1[C@@H:38]2[CH2:39][CH2:40][CH2:41][N:37]2[CH2:36][C@H:35]([CH2:42]O)[O:34]1. Given the product [F:32][C:2]([F:31])([F:1])[C:3]1[CH:26]=[C:25]([C:27]([F:29])([F:28])[F:30])[CH:24]=[CH:23][C:4]=1[CH2:5][N:6]1[C:14]2[C:9](=[CH:10][C:11](/[CH:15]=[C:16]3/[C:17](=[O:22])[N:18]([CH2:42][C@@H:35]4[O:34][CH2:33][C@@H:38]5[CH2:39][CH2:40][CH2:41][N:37]5[CH2:36]4)[C:19](=[O:21])[S:20]/3)=[CH:12][CH:13]=2)[CH:8]=[N:7]1, predict the reactants needed to synthesize it. (7) Given the product [CH3:1][O:2][C:3]1[CH:4]=[C:5]([C:11]2([CH2:17][NH:18][C:28]([C:20]3[O:19][C:23]4[CH:24]=[CH:25][CH:26]=[CH:27][C:22]=4[CH:21]=3)=[O:29])[CH2:12][CH2:13][CH2:14][CH2:15][CH2:16]2)[CH:6]=[CH:7][C:8]=1[O:9][CH3:10], predict the reactants needed to synthesize it. The reactants are: [CH3:1][O:2][C:3]1[CH:4]=[C:5]([C:11]2([CH2:17][NH2:18])[CH2:16][CH2:15][CH2:14][CH2:13][CH2:12]2)[CH:6]=[CH:7][C:8]=1[O:9][CH3:10].[O:19]1[C:23]2[CH:24]=[CH:25][CH:26]=[CH:27][C:22]=2[CH:21]=[C:20]1[C:28](Cl)=[O:29].C(N(CC)CC)C.